This data is from Reaction yield outcomes from USPTO patents with 853,638 reactions. The task is: Predict the reaction yield, written as a fraction of the theoretical maximum amount of product (1.0 means a 100% yield; for example, 0.34 means a 34% yield). (1) The reactants are [C:1]([C:5]1[CH:10]=[CH:9][CH:8]=[CH:7][C:6]=1[CH:11]1[CH2:16][CH2:15][NH:14][CH2:13][CH2:12]1)([CH3:4])([CH3:3])[CH3:2].[C:17]([O:21][C:22]([N:24]1[CH2:28][C@H:27]([OH:29])[CH2:26][C@@H:25]1[C:30](O)=[O:31])=[O:23])([CH3:20])([CH3:19])[CH3:18].CCN=C=NCCCN(C)C.C1C=CC2N(O)N=NC=2C=1.CCN(CC)CC. The catalyst is C(Cl)Cl. The product is [C:1]([C:5]1[CH:10]=[CH:9][CH:8]=[CH:7][C:6]=1[CH:11]1[CH2:12][CH2:13][N:14]([C:30]([C@H:25]2[CH2:26][C@@H:27]([OH:29])[CH2:28][N:24]2[C:22]([O:21][C:17]([CH3:20])([CH3:19])[CH3:18])=[O:23])=[O:31])[CH2:15][CH2:16]1)([CH3:4])([CH3:2])[CH3:3]. The yield is 0.720. (2) The reactants are [F:1][C:2]1[CH:17]=[CH:16][C:5]([C:6]([N:8]2[CH2:13][CH2:12][CH2:11][C@H:10]([C:14]#[N:15])[CH2:9]2)=[O:7])=[CH:4][CH:3]=1.[NH2:18][OH:19]. The catalyst is C(O)C. The product is [F:1][C:2]1[CH:17]=[CH:16][C:5]([C:6]([N:8]2[CH2:13][CH2:12][CH2:11][C@H:10]([C:14]([NH:18][OH:19])=[NH:15])[CH2:9]2)=[O:7])=[CH:4][CH:3]=1. The yield is 1.00. (3) The reactants are [CH2:1]([P:9]([CH2:18][CH2:19][CH2:20][CH2:21][CH2:22][CH2:23][CH2:24][CH3:25])[CH2:10][CH2:11][CH2:12][CH2:13][CH2:14][CH2:15][CH2:16][CH3:17])[CH2:2][CH2:3][CH2:4][CH2:5][CH2:6][CH2:7][CH3:8].[I:26][CH3:27]. The catalyst is CCCCCC. The product is [I-:26].[CH2:18]([P+:9]([CH2:1][CH2:2][CH2:3][CH2:4][CH2:5][CH2:6][CH2:7][CH3:8])([CH2:10][CH2:11][CH2:12][CH2:13][CH2:14][CH2:15][CH2:16][CH3:17])[CH3:27])[CH2:19][CH2:20][CH2:21][CH2:22][CH2:23][CH2:24][CH3:25]. The yield is 0.800. (4) The reactants are [OH:1][C:2]1[CH:7]=[CH:6][C:5]([C:8](=[C:23]2[CH2:28][C:27]([CH3:30])([CH3:29])[CH2:26][C:25]([CH3:32])([CH3:31])[CH2:24]2)[C:9]2[CH:14]=[CH:13][C:12]([C:15]#[C:16][CH2:17][CH2:18][C:19]([O:21]C)=[O:20])=[CH:11][CH:10]=2)=[CH:4][CH:3]=1.[OH-].[Na+].Cl. The catalyst is CCO.C1COCC1. The product is [OH:1][C:2]1[CH:7]=[CH:6][C:5]([C:8](=[C:23]2[CH2:28][C:27]([CH3:30])([CH3:29])[CH2:26][C:25]([CH3:32])([CH3:31])[CH2:24]2)[C:9]2[CH:14]=[CH:13][C:12]([C:15]#[C:16][CH2:17][CH2:18][C:19]([OH:21])=[O:20])=[CH:11][CH:10]=2)=[CH:4][CH:3]=1. The yield is 0.950. (5) The reactants are [OH-].[Na+].[CH3:3][N:4]1[C:8]([CH3:9])=[C:7]([C:10]([O:12]CC)=[O:11])[C:6]([C:15]2[CH:20]=[CH:19][CH:18]=[CH:17][CH:16]=2)=[C:5]1[C:21]([O:23]CC)=[O:22]. The catalyst is O.C(O)C. The product is [CH3:3][N:4]1[C:8]([CH3:9])=[C:7]([C:10]([OH:12])=[O:11])[C:6]([C:15]2[CH:16]=[CH:17][CH:18]=[CH:19][CH:20]=2)=[C:5]1[C:21]([OH:23])=[O:22]. The yield is 0.910. (6) The reactants are [Cl:1][C:2]1[CH:10]=[C:9]2[C:5]([C:6]([I:11])=[N:7][NH:8]2)=[CH:4][CH:3]=1.[CH3:12]C(C)([O-])C.[K+].CI. The catalyst is C1COCC1. The product is [Cl:1][C:2]1[CH:10]=[C:9]2[C:5]([C:6]([I:11])=[N:7][N:8]2[CH3:12])=[CH:4][CH:3]=1. The yield is 0.630. (7) The reactants are [Cl:1][C:2]1[CH:3]=[C:4]2[C:12](=[C:13]([NH2:18])[C:14]=1[O:15][CH2:16][CH3:17])[NH:11][C:10]1[CH:9]=[N:8][CH:7]=[CH:6][C:5]2=1.[CH3:19][C:20]1[N:28]=[CH:27][CH:26]=[CH:25][C:21]=1[C:22](O)=[O:23]. No catalyst specified. The product is [Cl:1][C:2]1[CH:3]=[C:4]2[C:12](=[C:13]([NH:18][C:22](=[O:23])[C:21]3[CH:25]=[CH:26][CH:27]=[N:28][C:20]=3[CH3:19])[C:14]=1[O:15][CH2:16][CH3:17])[NH:11][C:10]1[CH:9]=[N:8][CH:7]=[CH:6][C:5]2=1. The yield is 0.400. (8) The reactants are [H-].[Na+].[Cl:3][C:4]1[CH:9]=[C:8]([C:10]([F:13])([F:12])[F:11])[CH:7]=[C:6]([Cl:14])[C:5]=1[N:15]1[C:19]([N:20]([CH2:22][CH2:23][OH:24])[CH3:21])=[C:18]([S:25]([C:28]([F:31])([F:30])[F:29])(=[O:27])=[O:26])[C:17]([C:32]#[N:33])=[N:16]1.Cl[C:35]([O:37][CH2:38][CH3:39])=[O:36].[Cl-].[NH4+]. The catalyst is O1CCCC1.C(OCC)(=O)C. The product is [Cl:14][C:6]1[CH:7]=[C:8]([C:10]([F:13])([F:12])[F:11])[CH:9]=[C:4]([Cl:3])[C:5]=1[N:15]1[C:19]([N:20]([CH3:21])[CH2:22][CH2:23][O:24][C:35]([O:37][CH2:38][CH3:39])=[O:36])=[C:18]([S:25]([C:28]([F:31])([F:29])[F:30])(=[O:26])=[O:27])[C:17]([C:32]#[N:33])=[N:16]1. The yield is 0.810. (9) The reactants are C(N(CC)CC)C.FC(F)(F)C([O-])=O.FC(F)(F)C([O-])=O.[CH3:22][O:23][C:24](=[O:35])[CH:25]([NH2+:33][CH3:34])[CH2:26][C:27]1[CH:32]=[CH:31][CH:30]=[CH:29][NH+:28]=1.[CH3:36][C:37]1[CH:42]=[C:41]([C:43]#[C:44][CH3:45])[CH:40]=[C:39]([CH3:46])[C:38]=1[CH2:47][C:48]([OH:50])=O.C([O-])(O)=O.[Na+]. The catalyst is CN(C)C=O.C(OCC)(=O)C. The product is [CH3:46][C:39]1[CH:40]=[C:41]([C:43]#[C:44][CH3:45])[CH:42]=[C:37]([CH3:36])[C:38]=1[CH2:47][C:48]([N:33]([CH3:34])[CH:25]([CH2:26][C:27]1[CH:32]=[CH:31][CH:30]=[CH:29][N:28]=1)[C:24]([O:23][CH3:22])=[O:35])=[O:50]. The yield is 0.680.